This data is from Full USPTO retrosynthesis dataset with 1.9M reactions from patents (1976-2016). The task is: Predict the reactants needed to synthesize the given product. (1) Given the product [C:33]([O:30][C:22]1[C:21](=[O:31])[N:14]2[CH2:15][CH:16]3[CH2:20][CH:19]([CH:12]([N:11]([C:9]([O:8][CH2:1][C:2]4[CH:7]=[CH:6][CH:5]=[CH:4][CH:3]=4)=[O:10])[CH3:32])[C:13]2=[N:24][C:23]=1[C:25]([O:27][CH2:28][CH3:29])=[O:26])[CH2:18][CH2:17]3)(=[O:40])[C:34]1[CH:39]=[CH:38][CH:37]=[CH:36][CH:35]=1, predict the reactants needed to synthesize it. The reactants are: [CH2:1]([O:8][C:9]([N:11]([CH3:32])[CH:12]1[CH:19]2[CH2:20][CH:16]([CH2:17][CH2:18]2)[CH2:15][N:14]2[C:21](=[O:31])[C:22]([OH:30])=[C:23]([C:25]([O:27][CH2:28][CH3:29])=[O:26])[N:24]=[C:13]12)=[O:10])[C:2]1[CH:7]=[CH:6][CH:5]=[CH:4][CH:3]=1.[C:33](O[C:33](=[O:40])[C:34]1[CH:39]=[CH:38][CH:37]=[CH:36][CH:35]=1)(=[O:40])[C:34]1[CH:39]=[CH:38][CH:37]=[CH:36][CH:35]=1. (2) Given the product [CH3:35][N:32]1[CH2:31][CH2:30][CH:29]([CH:9]2[C:18]3[CH:19]=[C:20]([S:23][CH2:24][C:25]([O:27][CH3:28])=[O:26])[CH:21]=[CH:22][C:17]=3[O:16][CH2:15][C:14]3[CH:13]=[CH:12][S:11][C:10]2=3)[CH2:34][CH2:33]1, predict the reactants needed to synthesize it. The reactants are: FC(F)(F)C(O)=O.O[C:9]1([CH:29]2[CH2:34][CH2:33][N:32]([CH3:35])[CH2:31][CH2:30]2)[C:18]2[CH:19]=[C:20]([S:23][CH2:24][C:25]([O:27][CH3:28])=[O:26])[CH:21]=[CH:22][C:17]=2[O:16][CH2:15][C:14]2[CH:13]=[CH:12][S:11][C:10]1=2.Cl.O1CCOCC1. (3) Given the product [Br:22][C:12]1[C:13]([N+:19]([O-:21])=[O:20])=[C:14]([C:9]([NH:8][C:3](=[O:4])[C:2]([CH3:7])([CH3:6])[CH3:1])=[CH:10][CH:11]=1)[C:15]([O:17][CH3:18])=[O:16], predict the reactants needed to synthesize it. The reactants are: [CH3:1][C:2]([CH3:7])([CH3:6])[C:3](Cl)=[O:4].[NH2:8][C:9]1[C:14]([C:15]([O:17][CH3:18])=[O:16])=[C:13]([N+:19]([O-:21])=[O:20])[C:12]([Br:22])=[CH:11][CH:10]=1. (4) Given the product [CH3:3][CH:2]([N:4]1[CH2:5][CH2:6][N:7]([C:10]2[CH:15]=[CH:14][C:13]([O:16][CH3:17])=[C:12]([CH:11]=2)[NH2:18])[CH2:8][CH2:9]1)[CH3:1], predict the reactants needed to synthesize it. The reactants are: [CH3:1][CH:2]([N:4]1[CH2:9][CH2:8][N:7]([C:10]2[CH:15]=[CH:14][C:13]([O:16][CH3:17])=[C:12]([N+:18]([O-])=O)[CH:11]=2)[CH2:6][CH2:5]1)[CH3:3]. (5) Given the product [F:12][C:13]([F:24])([F:23])[C:14]1[CH:19]=[CH:18][C:17]([C:2]2[NH:10][C:5]3[C:4]([CH:3]=2)=[CH:9][CH:8]=[CH:7][CH:6]=3)=[CH:16][CH:15]=1, predict the reactants needed to synthesize it. The reactants are: Br[C:2](Br)=[CH:3][C:4]1[CH:9]=[CH:8][CH:7]=[CH:6][C:5]=1[NH2:10].[F:12][C:13]([F:24])([F:23])[C:14]1[CH:19]=[CH:18][C:17](B(O)O)=[CH:16][CH:15]=1.[O-]P([O-])([O-])=O.[K+].[K+].[K+].O. (6) Given the product [N:20]1([C:18]([C:15]2[CH:14]=[CH:13][C:12]([C:9]3[CH:10]=[CH:11][C:6]4[N:7]([C:3]([C:1]#[C:2][C:27]5[CH:34]=[CH:33][C:30]([C:31]#[N:32])=[CH:29][CH:28]=5)=[CH:4][N:5]=4)[N:8]=3)=[CH:17][CH:16]=2)=[O:19])[CH2:21][CH2:22][O:23][CH2:24][CH2:25]1, predict the reactants needed to synthesize it. The reactants are: [C:1]([C:3]1[N:7]2[N:8]=[C:9]([C:12]3[CH:17]=[CH:16][C:15]([C:18]([N:20]4[CH2:25][CH2:24][O:23][CH2:22][CH2:21]4)=[O:19])=[CH:14][CH:13]=3)[CH:10]=[CH:11][C:6]2=[N:5][CH:4]=1)#[CH:2].I[C:27]1[CH:34]=[CH:33][C:30]([C:31]#[N:32])=[CH:29][CH:28]=1. (7) Given the product [CH2:16]([CH:15]([CH2:22][CH2:23][CH2:24][CH2:25][CH2:26][CH2:27][CH2:28][CH3:29])[C:13]#[C:14][C:2]1[CH:7]=[C:6]([O:8][CH3:9])[C:5]([C:31]#[C:32][CH:33]([CH2:34][CH2:17][CH2:16][CH2:15][CH2:13][CH3:14])[CH2:29][CH2:28][CH2:27][CH2:26][CH2:25][CH2:24][CH2:23][CH3:22])=[CH:4][C:3]=1[O:11][CH3:12])[CH2:17][CH2:18][CH2:19][CH2:20][CH3:21], predict the reactants needed to synthesize it. The reactants are: I[C:2]1[CH:7]=[C:6]([O:8][CH3:9])[C:5](I)=[CH:4][C:3]=1[O:11][CH3:12].[C:13]([CH:15]([CH2:22][CH2:23][CH2:24][CH2:25][CH2:26][CH2:27][CH2:28][CH3:29])[CH2:16][CH2:17][CH2:18][CH2:19][CH2:20][CH3:21])#[CH:14].O1[CH2:34][CH2:33][CH2:32][CH2:31]1.